Dataset: Forward reaction prediction with 1.9M reactions from USPTO patents (1976-2016). Task: Predict the product of the given reaction. (1) Given the reactants [N:1]1([CH2:6][CH2:7][CH2:8][CH2:9][C:10]2[CH:25]=[CH:24][C:13]([O:14][CH2:15][C:16]3[O:17][CH:18]=[C:19]([C:21]([OH:23])=O)[N:20]=3)=[CH:12][CH:11]=2)[CH:5]=[CH:4][N:3]=[N:2]1.[F:26][C:27]1[CH:32]=[CH:31][CH:30]=[CH:29][C:28]=1[NH2:33], predict the reaction product. The product is: [F:26][C:27]1[CH:32]=[CH:31][CH:30]=[CH:29][C:28]=1[NH:33][C:21]([C:19]1[N:20]=[C:16]([CH2:15][O:14][C:13]2[CH:12]=[CH:11][C:10]([CH2:9][CH2:8][CH2:7][CH2:6][N:1]3[CH:5]=[CH:4][N:3]=[N:2]3)=[CH:25][CH:24]=2)[O:17][CH:18]=1)=[O:23]. (2) Given the reactants [Cl:1][C:2]1[CH:11]=[CH:10][C:9]2[N:8]=[CH:7][C:6]3[N:12]=[C:13]([CH2:22][C:23]#[N:24])[N:14]([C:15]4[CH:20]=[CH:19][CH:18]=[CH:17][C:16]=4[Cl:21])[C:5]=3[C:4]=2[CH:3]=1.Cl.[NH2:26][OH:27].C(=O)([O-])[O-].[Na+].[Na+], predict the reaction product. The product is: [Cl:1][C:2]1[CH:11]=[CH:10][C:9]2[N:8]=[CH:7][C:6]3[N:12]=[C:13]([CH2:22][C:23]([NH:26][OH:27])=[NH:24])[N:14]([C:15]4[CH:20]=[CH:19][CH:18]=[CH:17][C:16]=4[Cl:21])[C:5]=3[C:4]=2[CH:3]=1. (3) Given the reactants C(O[CH:6]([N:10]([CH3:12])[CH3:11])[N:7]([CH3:9])[CH3:8])(C)(C)C.[CH3:13][O:14][CH2:15][C:16]#[N:17], predict the reaction product. The product is: [CH3:12][N:10]([CH3:11])[CH:6]([N:7]([CH3:8])[CH3:9])[CH:15]([O:14][CH3:13])[C:16]#[N:17]. (4) Given the reactants [S:1]=[C:2]1[NH:6][C:5]2[CH:7]=[CH:8][C:9]([C:11]([OH:13])=O)=[CH:10][C:4]=2[O:3]1.Cl.[CH3:15][NH:16][CH3:17].F[P-](F)(F)(F)(F)F.N1(OC(N(C)C)=[N+](C)C)C2N=CC=CC=2N=N1.C(N(C(C)C)CC)(C)C, predict the reaction product. The product is: [CH3:15][N:16]([CH3:17])[C:11]([C:9]1[CH:8]=[CH:7][C:5]2[NH:6][C:2](=[S:1])[O:3][C:4]=2[CH:10]=1)=[O:13]. (5) The product is: [CH3:12][C:11]1[O:10][C:9]([C:13]([OH:15])=[O:14])=[CH:8][C:7]=1[CH2:6][O:5][C:4]1[CH:3]=[C:2]([C:25]2[CH:24]=[CH:23][CH:22]=[C:21]([C:20]([F:31])([F:30])[F:19])[CH:26]=2)[CH:18]=[CH:17][CH:16]=1. Given the reactants I[C:2]1[CH:3]=[C:4]([CH:16]=[CH:17][CH:18]=1)[O:5][CH2:6][C:7]1[CH:8]=[C:9]([C:13]([OH:15])=[O:14])[O:10][C:11]=1[CH3:12].[F:19][C:20]([F:31])([F:30])[C:21]1[CH:22]=[C:23](B(O)O)[CH:24]=[CH:25][CH:26]=1, predict the reaction product. (6) Given the reactants [C:1]([C:3]1[C:4]([C:9]2[CH:14]=[CH:13][CH:12]=[CH:11][CH:10]=2)=[N:5][O:6][C:7]=1[CH3:8])#[CH:2].Br[C:16]1[CH:21]=[C:20]([C:22]([F:25])([F:24])[F:23])[CH:19]=[CH:18][N:17]=1, predict the reaction product. The product is: [CH3:8][C:7]1[O:6][N:5]=[C:4]([C:9]2[CH:14]=[CH:13][CH:12]=[CH:11][CH:10]=2)[C:3]=1[C:1]#[C:2][C:16]1[CH:21]=[C:20]([C:22]([F:25])([F:24])[F:23])[CH:19]=[CH:18][N:17]=1. (7) Given the reactants [CH3:1][O:2][C:3]1[C:12](Br)=[CH:11][C:10]2[CH2:9][CH2:8][CH2:7][CH2:6][C:5]=2[CH:4]=1.C([Li])CCC.C([O:21][B:22](OCC)[O:23]CC)C, predict the reaction product. The product is: [CH3:1][O:2][C:3]1[C:12]([B:22]([OH:23])[OH:21])=[CH:11][C:10]2[CH2:9][CH2:8][CH2:7][CH2:6][C:5]=2[CH:4]=1.